From a dataset of Reaction yield outcomes from USPTO patents with 853,638 reactions. Predict the reaction yield, written as a fraction of the theoretical maximum amount of product (1.0 means a 100% yield; for example, 0.34 means a 34% yield). (1) The reactants are [OH:1][C:2]1[CH:7]=[C:6]([CH3:8])[C:5]([NH:9][CH:10]=[O:11])=[C:4]([CH3:12])[C:3]=1[CH3:13].[H-].[Na+].Br[CH2:17][C:18]([CH3:27])=[CH:19][C:20]1[CH:25]=[CH:24][C:23]([CH3:26])=[CH:22][CH:21]=1.O. The catalyst is CN(C)C=O. The product is [CH3:12][C:4]1[C:3]([CH3:13])=[C:2]([O:1][CH2:17][C:18]([CH3:27])=[CH:19][C:20]2[CH:21]=[CH:22][C:23]([CH3:26])=[CH:24][CH:25]=2)[CH:7]=[C:6]([CH3:8])[C:5]=1[NH:9][CH:10]=[O:11]. The yield is 0.440. (2) The reactants are [NH2:1][CH2:2][CH2:3][C:4]([OH:6])=[O:5].[OH-].[Na+].[C:9](Cl)(=[O:18])[C:10]1[C:11]([O:16][CH3:17])=[CH:12][CH:13]=[CH:14][CH:15]=1.Cl. The catalyst is O. The product is [C:9]([NH:1][CH2:2][CH2:3][C:4]([OH:6])=[O:5])(=[O:18])[C:10]1[C:11]([O:16][CH3:17])=[CH:12][CH:13]=[CH:14][CH:15]=1. The yield is 0.750.